From a dataset of Blood-brain barrier permeability classification from the B3DB database. Regression/Classification. Given a drug SMILES string, predict its absorption, distribution, metabolism, or excretion properties. Task type varies by dataset: regression for continuous measurements (e.g., permeability, clearance, half-life) or binary classification for categorical outcomes (e.g., BBB penetration, CYP inhibition). Dataset: b3db_classification. (1) The drug is C=CC1=C(C(=O)O)N2C(=O)[C@@H](NC(=O)/C(=N\OCC(=O)O)c3csc(N)n3)[C@H]2SC1. The result is 0 (does not penetrate BBB). (2) The result is 0 (does not penetrate BBB). The drug is CC12CCC(=O)C=C1CCC1C2CCC2(C)C1CCC2(C)O.